Dataset: Reaction yield outcomes from USPTO patents with 853,638 reactions. Task: Predict the reaction yield, written as a fraction of the theoretical maximum amount of product (1.0 means a 100% yield; for example, 0.34 means a 34% yield). (1) The reactants are [O:1]=[C:2]1[C:10]2[C:5](=[CH:6][CH:7]=[CH:8][CH:9]=2)[C:4](=[O:11])[N:3]1[CH2:12][CH2:13][CH2:14][CH2:15][C:16]1[CH:21]=[CH:20][C:19]([S:22](Cl)(=[O:24])=[O:23])=[CH:18][CH:17]=1.CN1CCOCC1.[NH2:33][C@@H:34]([CH:38]([CH3:40])[CH3:39])[C:35]([NH2:37])=[O:36]. The catalyst is CN(C=O)C. The product is [O:1]=[C:2]1[C:10]2[C:5](=[CH:6][CH:7]=[CH:8][CH:9]=2)[C:4](=[O:11])[N:3]1[CH2:12][CH2:13][CH2:14][CH2:15][C:16]1[CH:21]=[CH:20][C:19]([S:22]([NH:33][C@@H:34]([CH:38]([CH3:40])[CH3:39])[C:35]([NH2:37])=[O:36])(=[O:24])=[O:23])=[CH:18][CH:17]=1. The yield is 0.730. (2) The reactants are [CH2:1]([N:8]1[CH2:12][CH:11]([N:13](C(OC(C)(C)C)=O)[CH2:14][C:15]2[CH:20]=[CH:19][C:18]([F:21])=[CH:17][C:16]=2[F:22])[CH2:10][CH:9]1[C:30](O)=[O:31])[C:2]1[CH:7]=[CH:6][CH:5]=[CH:4][CH:3]=1.[CH3:33][O:34][C:35]1[CH:40]=[CH:39][C:38]([N:41]2[CH2:46][CH2:45][NH:44][CH2:43][CH2:42]2)=[CH:37][CH:36]=1. No catalyst specified. The product is [CH2:1]([N:8]1[CH2:12][C@@H:11]([NH:13][CH2:14][C:15]2[CH:20]=[CH:19][C:18]([F:21])=[CH:17][C:16]=2[F:22])[CH2:10][C@H:9]1[C:30]([N:44]1[CH2:45][CH2:46][N:41]([C:38]2[CH:37]=[CH:36][C:35]([O:34][CH3:33])=[CH:40][CH:39]=2)[CH2:42][CH2:43]1)=[O:31])[C:2]1[CH:7]=[CH:6][CH:5]=[CH:4][CH:3]=1. The yield is 0.0240. (3) The reactants are [CH3:1][C:2]1[NH:3][C:4](=[O:26])[C:5]([CH2:11][C:12]2[CH:17]=[CH:16][C:15]([C:18]3[C:19]([C:24]#[N:25])=[CH:20][CH:21]=[CH:22][CH:23]=3)=[CH:14][CH:13]=2)=[C:6]([CH2:8][CH2:9][CH3:10])[N:7]=1.[H-].[Na+].Br[CH2:30][C:31]1[CH:36]=[CH:35][C:34]([CH3:37])=[CH:33][CH:32]=1.[Cl-].O[NH3+:40].[C:41](=[O:44])([O-])[OH:42].[Na+]. The catalyst is C(OCC)(=O)C.CS(C)=O.CN(C)C=O. The product is [CH3:1][C:2]1[N:3]([CH2:30][C:31]2[CH:36]=[CH:35][C:34]([CH3:37])=[CH:33][CH:32]=2)[C:4](=[O:26])[C:5]([CH2:11][C:12]2[CH:17]=[CH:16][C:15]([C:18]3[CH:23]=[CH:22][CH:21]=[CH:20][C:19]=3[C:24]3[NH:40][C:41](=[O:44])[O:42][N:25]=3)=[CH:14][CH:13]=2)=[C:6]([CH2:8][CH2:9][CH3:10])[N:7]=1. The yield is 0.640. (4) The reactants are Cl[C:2]1[CH:3]=[CH:4][C:5]2[O:14][CH2:13][CH2:12][C:11]3[CH:10]=[C:9]([C:15]4[N:16]([C:20]5[CH:25]=[CH:24][C:23]([F:26])=[CH:22][C:21]=5[F:27])[N:17]=[CH:18][N:19]=4)[S:8][C:7]=3[C:6]=2[N:28]=1.[CH3:29][NH:30][CH2:31][CH2:32][O:33][Si](C)(C)C.CC(C1C=C(C(C)C)C(C2C=CC=CC=2P(C2CCCCC2)C2CCCCC2)=C(C(C)C)C=1)C.CC(C)([O-])C. The catalyst is O1CCOCC1.CC([O-])=O.CC([O-])=O.[Pd+2]. The product is [F:27][C:21]1[CH:22]=[C:23]([F:26])[CH:24]=[CH:25][C:20]=1[N:16]1[C:15]([C:9]2[S:8][C:7]3[C:6]4[N:28]=[C:2]([N:30]([CH3:29])[CH2:31][CH2:32][OH:33])[CH:3]=[CH:4][C:5]=4[O:14][CH2:13][CH2:12][C:11]=3[CH:10]=2)=[N:19][CH:18]=[N:17]1. The yield is 0.260. (5) No catalyst specified. The product is [C:36]1([CH:35]([SH+:42][C:43]2[CH:48]=[CH:47][CH:46]=[CH:45][CH:44]=2)[C:29]2[CH:34]=[CH:33][CH:32]=[CH:31][CH:30]=2)[CH:37]=[CH:38][CH:39]=[CH:40][CH:41]=1.[F:19][C:13]([F:18])([S:14]([OH:17])(=[O:16])=[O:15])[CH2:12][O:11][C:9](=[S:10])[CH2:8][C:2]1[CH:7]=[CH:6][CH:5]=[CH:4][CH:3]=1. The reactants are [Na+].[C:2]1([CH2:8][C:9]([O:11][CH2:12][C:13]([F:19])([F:18])[S:14]([O-:17])(=[O:16])=[O:15])=[S:10])[CH:7]=[CH:6][CH:5]=[CH:4][CH:3]=1.[Na].FC(F)(F)S([O-])(=O)=O.[C:29]1([CH:35]([SH+:42][C:43]2[CH:48]=[CH:47][CH:46]=[CH:45][CH:44]=2)[C:36]2[CH:41]=[CH:40][CH:39]=[CH:38][CH:37]=2)[CH:34]=[CH:33][CH:32]=[CH:31][CH:30]=1. The yield is 0.980. (6) The reactants are [OH:1][C:2]1[CH:7]=[CH:6][CH:5]=[CH:4][N:3]=1.C(=O)([O-])[O-].[K+].[K+].[C:14]([O:18][C:19](=[O:23])[CH:20](Br)[CH3:21])([CH3:17])([CH3:16])[CH3:15]. The catalyst is CN(C=O)C.O. The product is [O:1]=[C:2]1[CH:7]=[CH:6][CH:5]=[CH:4][N:3]1[CH:20]([CH3:21])[C:19]([O:18][C:14]([CH3:17])([CH3:16])[CH3:15])=[O:23]. The yield is 0.720. (7) The catalyst is CN(C=O)C.O. The reactants are [NH2:1][C:2]1[CH:10]=[C:9]([I:11])[CH:8]=[CH:7][C:3]=1[C:4](O)=[O:5].CC[N:14]=C=NCCCN(C)C.ON1C2C=CC=CC=2N=N1.CCN(C(C)C)C(C)C.N. The yield is 0.520. The product is [NH2:1][C:2]1[CH:10]=[C:9]([I:11])[CH:8]=[CH:7][C:3]=1[C:4]([NH2:14])=[O:5]. (8) The reactants are [CH3:1][O-].[Na+].Cl[CH2:5][CH2:6][CH2:7][C:8]([NH:10][C:11]1[CH:16]=[C:15]([O:17][C:18]2[C:19]([NH2:25])=[N:20][C:21](N)=[N:22][CH:23]=2)[C:14]([CH:26]([CH3:28])[CH3:27])=[CH:13][C:12]=1[O:29][CH3:30])=[O:9]. The catalyst is CO. The product is [NH2:25][C:19]1[C:18]([O:17][C:15]2[C:14]([CH:26]([CH3:28])[CH3:27])=[CH:13][C:12]([O:29][CH3:30])=[C:11]([N:10]3[CH2:5][CH2:6][CH2:7][C:8]3=[O:9])[CH:16]=2)=[CH:23][N:22]=[C:21]([CH3:1])[N:20]=1. The yield is 0.470.